This data is from Full USPTO retrosynthesis dataset with 1.9M reactions from patents (1976-2016). The task is: Predict the reactants needed to synthesize the given product. (1) Given the product [CH2:16]([O:15][C:11](=[O:14])[CH:12]=[CH:13][C:2]1[CH:3]=[C:4]([F:10])[C:5]([CH3:9])=[C:6]([F:8])[CH:7]=1)[CH2:17][CH2:18][CH3:19], predict the reactants needed to synthesize it. The reactants are: Br[C:2]1[CH:3]=[C:4]([F:10])[C:5]([CH3:9])=[C:6]([F:8])[CH:7]=1.[C:11]([O:15][CH2:16][CH2:17][CH2:18][CH3:19])(=[O:14])[CH:12]=[CH2:13].C1N2CCN(CC2)C1.C(=O)([O-])[O-].[K+].[K+]. (2) Given the product [CH:15]([C:14]1[C:10]2[C:11](=[CH:2][CH:3]=[C:4]([C:5]([O:7][CH3:8])=[O:6])[CH:9]=2)[NH:12][CH:13]=1)([CH3:17])[CH3:16], predict the reactants needed to synthesize it. The reactants are: I[C:2]1[CH:3]=[C:4]([CH:9]=[CH:10][C:11]=1[NH:12][CH2:13][CH:14]=[C:15]([CH3:17])[CH3:16])[C:5]([O:7][CH3:8])=[O:6]. (3) Given the product [C:15]([O:14][C:12]([NH:20][C@H:21]1[C:30]2[C:25](=[CH:26][CH:27]=[CH:28][CH:29]=2)[CH2:24][CH2:23][C@H:22]1[C:31]([OH:33])=[O:32])=[O:13])([CH3:18])([CH3:17])[CH3:16], predict the reactants needed to synthesize it. The reactants are: COC(=O)C[C@@H](N[C:12]([O:14][C:15]([CH3:18])([CH3:17])[CH3:16])=[O:13])C1C=COC=1.[NH2:20][C@H:21]1[C:30]2[C:25](=[CH:26][CH:27]=[CH:28][CH:29]=2)[CH2:24][CH2:23][C@H:22]1[C:31]([OH:33])=[O:32]. (4) Given the product [F:10][C:9]([F:12])([F:11])[CH2:8][C:5]1[CH:6]=[CH:7][C:2]([C:20]2[CH:21]=[N:22][CH:23]=[C:18]([CH:19]=2)[C:16]([O:15][CH3:14])=[O:17])=[CH:3][CH:4]=1, predict the reactants needed to synthesize it. The reactants are: Br[C:2]1[CH:7]=[CH:6][C:5]([CH2:8][C:9]([F:12])([F:11])[F:10])=[CH:4][CH:3]=1.Cl.[CH3:14][O:15][C:16]([C:18]1[CH:19]=[C:20](B(O)O)[CH:21]=[N:22][CH:23]=1)=[O:17].C(=O)([O-])[O-].[K+].[K+].[F-].[K+]. (5) Given the product [Cl:1][C:2]1[CH:3]=[CH:4][CH:5]=[C:6]2[C:10]=1[N:9]([CH2:11][CH:12]1[CH2:17][CH2:16][O:15][CH2:14][CH2:13]1)[CH:8]=[C:7]2[C:18](=[S:30])[NH2:20], predict the reactants needed to synthesize it. The reactants are: [Cl:1][C:2]1[CH:3]=[CH:4][CH:5]=[C:6]2[C:10]=1[N:9]([CH2:11][CH:12]1[CH2:17][CH2:16][O:15][CH2:14][CH2:13]1)[CH:8]=[C:7]2[C:18]([NH2:20])=O.COC1C=CC(P2(SP(C3C=CC(OC)=CC=3)(=S)S2)=[S:30])=CC=1.C1(C)C=CC=CC=1. (6) Given the product [OH:8][C@@H:9]1[CH2:22][C@@H:12]2[O:13][C:14](=[O:21])[CH2:15][CH2:16][CH2:17][CH:18]=[CH:19][CH2:20][C@@H:11]2[C@H:10]1/[CH:23]=[CH:24]/[C@@H:25]([OH:38])[CH2:26][O:27][C:28]1[CH:33]=[CH:32][CH:31]=[C:30]([C:34]([F:37])([F:35])[F:36])[CH:29]=1, predict the reactants needed to synthesize it. The reactants are: [Si]([O:8][C@@H:9]1[CH2:22][C@@H:12]2[O:13][C:14](=[O:21])[CH2:15][CH2:16][CH2:17][CH:18]=[CH:19][CH2:20][C@@H:11]2[C@H:10]1/[CH:23]=[CH:24]/[C@@H:25]([O:38][Si](CC)(CC)CC)[CH2:26][O:27][C:28]1[CH:33]=[CH:32][CH:31]=[C:30]([C:34]([F:37])([F:36])[F:35])[CH:29]=1)(C(C)(C)C)(C)C.CCCC[N+](CCCC)(CCCC)CCCC.[F-]. (7) Given the product [Cl:1][C:2]1[CH:7]=[CH:6][C:5]([S:8]([NH:11][CH:12]([C:20]2[N:27]([CH3:26])[C:22]([CH3:25])=[N:23][N:24]=2)[CH2:13][C:14]2[CH:19]=[CH:18][CH:17]=[CH:16][CH:15]=2)(=[O:10])=[O:9])=[CH:4][CH:3]=1, predict the reactants needed to synthesize it. The reactants are: [Cl:1][C:2]1[CH:7]=[CH:6][C:5]([S:8]([NH:11][CH:12]([C:20]2O[C:22]([CH3:25])=[N:23][N:24]=2)[CH2:13][C:14]2[CH:19]=[CH:18][CH:17]=[CH:16][CH:15]=2)(=[O:10])=[O:9])=[CH:4][CH:3]=1.[CH3:26][NH2:27]. (8) Given the product [NH2:29][C:25]1[CH:24]=[C:23]([CH:28]=[CH:27][CH:26]=1)[CH2:22][N:19]1[CH2:20][CH2:21][N:16]([CH2:15][C:12]2[CH:11]=[CH:10][C:9]([C:3]([OH:8])([C:2]([F:33])([F:32])[F:1])[C:4]([F:5])([F:6])[F:7])=[CH:14][CH:13]=2)[CH2:17][CH2:18]1, predict the reactants needed to synthesize it. The reactants are: [F:1][C:2]([F:33])([F:32])[C:3]([C:9]1[CH:14]=[CH:13][C:12]([CH2:15][N:16]2[CH2:21][CH2:20][N:19]([CH2:22][C:23]3[CH:28]=[CH:27][CH:26]=[C:25]([N+:29]([O-])=O)[CH:24]=3)[CH2:18][CH2:17]2)=[CH:11][CH:10]=1)([OH:8])[C:4]([F:7])([F:6])[F:5].Cl.